From a dataset of NCI-60 drug combinations with 297,098 pairs across 59 cell lines. Regression. Given two drug SMILES strings and cell line genomic features, predict the synergy score measuring deviation from expected non-interaction effect. Drug 1: CC1CCC2CC(C(=CC=CC=CC(CC(C(=O)C(C(C(=CC(C(=O)CC(OC(=O)C3CCCCN3C(=O)C(=O)C1(O2)O)C(C)CC4CCC(C(C4)OC)OCCO)C)C)O)OC)C)C)C)OC. Drug 2: CC1C(C(CC(O1)OC2CC(OC(C2O)C)OC3=CC4=CC5=C(C(=O)C(C(C5)C(C(=O)C(C(C)O)O)OC)OC6CC(C(C(O6)C)O)OC7CC(C(C(O7)C)O)OC8CC(C(C(O8)C)O)(C)O)C(=C4C(=C3C)O)O)O)O. Cell line: SN12C. Synergy scores: CSS=26.1, Synergy_ZIP=0.996, Synergy_Bliss=-0.143, Synergy_Loewe=-5.45, Synergy_HSA=-1.06.